This data is from Full USPTO retrosynthesis dataset with 1.9M reactions from patents (1976-2016). The task is: Predict the reactants needed to synthesize the given product. Given the product [NH2:8][C:9]1[CH:14]=[CH:13][C:12]([C:15]2[N:19]3[N:20]=[CH:21][CH:22]=[C:23]([C:24]([O:26][C:27]([CH3:30])([CH3:29])[CH3:28])=[O:25])[C:18]3=[N:17][N:16]=2)=[CH:11][CH:10]=1, predict the reactants needed to synthesize it. The reactants are: C(OC([NH:8][C:9]1[CH:14]=[CH:13][C:12]([C:15]2[N:19]3[N:20]=[CH:21][CH:22]=[C:23]([C:24]([O:26][C:27]([CH3:30])([CH3:29])[CH3:28])=[O:25])[C:18]3=[N:17][N:16]=2)=[CH:11][CH:10]=1)=O)(C)(C)C.I[Si](C)(C)C.